Dataset: Full USPTO retrosynthesis dataset with 1.9M reactions from patents (1976-2016). Task: Predict the reactants needed to synthesize the given product. (1) Given the product [Br:18][CH2:2][C:3]1[CH:8]=[CH:7][CH:6]=[CH:5][C:4]=1[NH:9][C:10](=[O:16])[O:11][C:12]([CH3:15])([CH3:14])[CH3:13], predict the reactants needed to synthesize it. The reactants are: O[CH2:2][C:3]1[CH:8]=[CH:7][CH:6]=[CH:5][C:4]=1[NH:9][C:10](=[O:16])[O:11][C:12]([CH3:15])([CH3:14])[CH3:13].P(Br)(Br)[Br:18].C(=O)([O-])O.[Na+].O. (2) Given the product [Br:1][C:2]1[CH:7]=[CH:6][C:5]([CH:8]([C:19]2[CH:24]=[CH:23][CH:22]=[CH:21][CH:20]=2)[CH2:9][C:10]([C:12]2[CH:17]=[CH:16][N:15]=[C:14]([Cl:18])[CH:13]=2)=[N:26][OH:27])=[CH:4][CH:3]=1, predict the reactants needed to synthesize it. The reactants are: [Br:1][C:2]1[CH:7]=[CH:6][C:5]([CH:8]([C:19]2[CH:24]=[CH:23][CH:22]=[CH:21][CH:20]=2)[CH2:9][C:10]([C:12]2[CH:17]=[CH:16][N:15]=[C:14]([Cl:18])[CH:13]=2)=O)=[CH:4][CH:3]=1.Cl.[NH2:26][OH:27].C([O-])(O)=O.[Na+]. (3) Given the product [Cl:8][C:4]1[CH:5]=[CH:6][CH:7]=[C:2]([Cl:1])[C:3]=1[C:9]1[C:13]([CH2:14][O:15][C:16]2[CH:35]=[CH:34][C:19]3[CH:20]=[C:21]([C:23]4[CH:33]=[CH:32][C:26]([C:27]([OH:29])=[O:28])=[CH:25][CH:24]=4)[S:22][C:18]=3[CH:17]=2)=[C:12]([CH:36]([CH3:38])[CH3:37])[O:11][N:10]=1, predict the reactants needed to synthesize it. The reactants are: [Cl:1][C:2]1[CH:7]=[CH:6][CH:5]=[C:4]([Cl:8])[C:3]=1[C:9]1[C:13]([CH2:14][O:15][C:16]2[CH:35]=[CH:34][C:19]3[CH:20]=[C:21]([C:23]4[CH:33]=[CH:32][C:26]([C:27]([O:29]CC)=[O:28])=[CH:25][CH:24]=4)[S:22][C:18]=3[CH:17]=2)=[C:12]([CH:36]([CH3:38])[CH3:37])[O:11][N:10]=1.[OH-].[Li+].O1CCOCC1. (4) Given the product [ClH:1].[CH3:16][O:17][C:18]1[CH:19]=[C:20]([CH2:26][CH2:27][C:28]2[NH:32][N:31]=[C:30]([NH:33][C:2]3[CH:7]=[CH:6][N:5]=[C:4]([NH:8][CH2:9][C:10]4[O:14][N:13]=[C:12]([CH3:15])[CH:11]=4)[N:3]=3)[CH:29]=2)[CH:21]=[CH:22][C:23]=1[O:24][CH3:25], predict the reactants needed to synthesize it. The reactants are: [Cl:1][C:2]1[CH:7]=[CH:6][N:5]=[C:4]([NH:8][CH2:9][C:10]2[O:14][N:13]=[C:12]([CH3:15])[CH:11]=2)[N:3]=1.[CH3:16][O:17][C:18]1[CH:19]=[C:20]([CH2:26][CH2:27][C:28]2[NH:32][N:31]=[C:30]([NH2:33])[CH:29]=2)[CH:21]=[CH:22][C:23]=1[O:24][CH3:25]. (5) The reactants are: [Br:1][C:2]1[CH:3]=[CH:4][C:5]2[O:14][CH2:13][CH2:12][N:11]3[C:7](=[N:8][C:9]([I:16])=[C:10]3I)[C:6]=2[CH:17]=1.CC[Mg+].[Br-]. Given the product [Br:1][C:2]1[CH:3]=[CH:4][C:5]2[O:14][CH2:13][CH2:12][N:11]3[C:7](=[N:8][C:9]([I:16])=[CH:10]3)[C:6]=2[CH:17]=1, predict the reactants needed to synthesize it.